From a dataset of Forward reaction prediction with 1.9M reactions from USPTO patents (1976-2016). Predict the product of the given reaction. (1) Given the reactants [NH2:1][C:2]1[S:3][C:4]2[C:10]([N+:11]([O-:13])=[O:12])=[C:9]([O:14][C:15]3[CH:16]=[C:17]([NH:21][C:22](=[O:27])[C:23]([F:26])([F:25])[F:24])[CH:18]=[CH:19][CH:20]=3)[CH:8]=[CH:7][C:5]=2[N:6]=1.N1C=CC=CC=1.[C:34](Cl)(=[O:36])[CH3:35], predict the reaction product. The product is: [C:34]([NH:1][C:2]1[S:3][C:4]2[C:10]([N+:11]([O-:13])=[O:12])=[C:9]([O:14][C:15]3[CH:16]=[C:17]([NH:21][C:22](=[O:27])[C:23]([F:26])([F:24])[F:25])[CH:18]=[CH:19][CH:20]=3)[CH:8]=[CH:7][C:5]=2[N:6]=1)(=[O:36])[CH3:35]. (2) Given the reactants [Cl:1][C:2]1[N:7]=[C:6]([NH:8][C:9]2[CH:10]=[C:11]([NH:15][C:16](=[O:26])[C:17]3[CH:22]=[CH:21][CH:20]=[C:19]([N+:23]([O-])=O)[CH:18]=3)[CH:12]=[CH:13][CH:14]=2)[C:5]([Cl:27])=[CH:4][N:3]=1, predict the reaction product. The product is: [NH2:23][C:19]1[CH:18]=[C:17]([CH:22]=[CH:21][CH:20]=1)[C:16]([NH:15][C:11]1[CH:12]=[CH:13][CH:14]=[C:9]([NH:8][C:6]2[C:5]([Cl:27])=[CH:4][N:3]=[C:2]([Cl:1])[N:7]=2)[CH:10]=1)=[O:26].